This data is from Forward reaction prediction with 1.9M reactions from USPTO patents (1976-2016). The task is: Predict the product of the given reaction. (1) Given the reactants CCN(C(C)C)C(C)C.OC(C(F)(F)F)=O.[O:17]=[C:18]([N:35]1[CH2:40][CH2:39][NH:38][CH2:37][CH2:36]1)[CH2:19][NH:20][C:21]([C:23]1[CH:28]=[CH:27][C:26]([C:29]2[CH:34]=[CH:33][CH:32]=[CH:31][CH:30]=2)=[CH:25][CH:24]=1)=[O:22].C1C=CC2N(O)N=NC=2C=1.CCN=C=NCCCN(C)C.Cl.[F:63][C:64]1[CH:72]=[CH:71][CH:70]=[CH:69][C:65]=1[C:66](O)=[O:67], predict the reaction product. The product is: [F:63][C:64]1[CH:72]=[CH:71][CH:70]=[CH:69][C:65]=1[C:66]([N:38]1[CH2:39][CH2:40][N:35]([C:18](=[O:17])[CH2:19][NH:20][C:21]([C:23]2[CH:24]=[CH:25][C:26]([C:29]3[CH:34]=[CH:33][CH:32]=[CH:31][CH:30]=3)=[CH:27][CH:28]=2)=[O:22])[CH2:36][CH2:37]1)=[O:67]. (2) Given the reactants C(OO)(=[O:3])C.[Cl:6][C:7]1[C:16]2[C:11](=[CH:12][N:13]=[CH:14][CH:15]=2)[CH:10]=[CH:9][N:8]=1.S(OS([O-])=O)([O-])=O.[Na+].[Na+].[OH-].[Na+], predict the reaction product. The product is: [Cl:6][C:7]1[C:16]2[C:11](=[CH:12][N+:13]([O-:3])=[CH:14][CH:15]=2)[CH:10]=[CH:9][N:8]=1. (3) Given the reactants [CH2:1]([N:3]1[C:11]2[C:6](=[CH:7][CH:8]=[CH:9][CH:10]=2)[C:5]([C:12]([OH:14])=O)=[CH:4]1)[CH3:2].C(Cl)(=O)C(Cl)=O.[Cl:21][C:22]1[CH:23]=[C:24]([CH2:29][C:30]([O:32][CH3:33])=[O:31])[CH:25]=[CH:26][C:27]=1[NH2:28].C(N(CC)CC)C, predict the reaction product. The product is: [Cl:21][C:22]1[CH:23]=[C:24]([CH2:29][C:30]([O:32][CH3:33])=[O:31])[CH:25]=[CH:26][C:27]=1[NH:28][C:12]([C:5]1[C:6]2[C:11](=[CH:10][CH:9]=[CH:8][CH:7]=2)[N:3]([CH2:1][CH3:2])[CH:4]=1)=[O:14]. (4) Given the reactants [CH3:1][C:2]1[C:10]2[C:9]([OH:11])=[CH:8][CH:7]=[CH:6][C:5]=2[NH:4][N:3]=1.[H-].[Na+].C1C=CC(N([S:21]([C:24]([F:27])([F:26])[F:25])(=[O:23])=[O:22])[S:21]([C:24]([F:27])([F:26])[F:25])(=[O:23])=[O:22])=CC=1.C([O-])(O)=O.[Na+], predict the reaction product. The product is: [F:25][C:24]([F:27])([F:26])[S:21]([O:11][C:9]1[CH:8]=[CH:7][CH:6]=[C:5]2[C:10]=1[C:2]([CH3:1])=[N:3][NH:4]2)(=[O:23])=[O:22]. (5) Given the reactants [NH2:1][C@@H:2]1[CH2:7][CH2:6][CH2:5][N:4](C(OC(C)(C)C)=O)[CH2:3]1.[C:15]([C:19]1[CH:27]=[C:26]2[C:22]([CH:23]=[C:24]([C:28](O)=[O:29])[NH:25]2)=[CH:21][CH:20]=1)([CH3:18])([CH3:17])[CH3:16].N, predict the reaction product. The product is: [C:15]([C:19]1[CH:27]=[C:26]2[C:22]([CH:23]=[C:24]([C:28]([NH:1][C@@H:2]3[CH2:7][CH2:6][CH2:5][NH:4][CH2:3]3)=[O:29])[NH:25]2)=[CH:21][CH:20]=1)([CH3:18])([CH3:16])[CH3:17]. (6) Given the reactants CC(C)([O-])C.[K+].[C:7]([CH2:9]P(=O)(OCC)OCC)#[N:8].[CH3:18][Si:19]([CH3:46])([CH3:45])[CH2:20][CH2:21][O:22][CH2:23][N:24]1[C:28]2[N:29]=[CH:30][N:31]=[C:32]([C:33]3[CH:34]=[N:35][N:36]([CH:38]4[CH2:43][CH2:42][C:41](=O)[CH2:40][CH2:39]4)[CH:37]=3)[C:27]=2[CH:26]=[CH:25]1, predict the reaction product. The product is: [CH3:18][Si:19]([CH3:46])([CH3:45])[CH2:20][CH2:21][O:22][CH2:23][N:24]1[C:28]2[N:29]=[CH:30][N:31]=[C:32]([C:33]3[CH:34]=[N:35][N:36]([CH:38]4[CH2:43][CH2:42][C:41](=[CH:9][C:7]#[N:8])[CH2:40][CH2:39]4)[CH:37]=3)[C:27]=2[CH:26]=[CH:25]1. (7) Given the reactants [NH:1]1[C:9]2[C:4](=[CH:5][CH:6]=[CH:7][CH:8]=2)[CH:3]=[CH:2]1.[Li+].C[Si]([N-][Si](C)(C)C)(C)C.[CH3:20][N:21]1[C:25](=[O:26])[C:24](Br)=[C:23]([Br:28])[C:22]1=[O:29].Cl, predict the reaction product. The product is: [Br:28][C:23]1[C:22](=[O:29])[N:21]([CH3:20])[C:25](=[O:26])[C:24]=1[C:3]1[C:4]2[C:9](=[CH:8][CH:7]=[CH:6][CH:5]=2)[NH:1][CH:2]=1.